The task is: Predict the reactants needed to synthesize the given product.. This data is from Full USPTO retrosynthesis dataset with 1.9M reactions from patents (1976-2016). (1) Given the product [Br:44][C:41]1[CH:42]=[C:43]2[C:38](=[CH:39][CH:40]=1)[N:37]([C:45]([O:47][C:48]([CH3:50])([CH3:49])[CH3:51])=[O:46])[N:36]=[C:35]2[NH:34][C:13]([C@@H:9]1[CH2:10][CH2:11][CH2:12][N:8]1[C:6]([O:5][C:1]([CH3:2])([CH3:3])[CH3:4])=[O:7])=[O:15], predict the reactants needed to synthesize it. The reactants are: [C:1]([O:5][C:6]([N:8]1[CH2:12][CH2:11][CH2:10][C@H:9]1[C:13]([OH:15])=O)=[O:7])([CH3:4])([CH3:3])[CH3:2].C(OC1C=CC2C(=CC=CC=2)N1C(OCC)=O)C.[NH2:34][C:35]1[C:43]2[C:38](=[CH:39][CH:40]=[C:41]([Br:44])[CH:42]=2)[N:37]([C:45]([O:47][C:48]([CH3:51])([CH3:50])[CH3:49])=[O:46])[N:36]=1. (2) Given the product [CH3:22][O:21][C:18]1[CH:19]=[CH:20][C:15]([N:13]([CH3:14])[C:11]2[C:10]3[C:5](=[CH:6][CH:7]=[CH:8][CH:9]=3)[N:4]=[C:3]([N:23]3[CH2:28][CH2:27][NH:26][CH2:25][CH2:24]3)[N:12]=2)=[CH:16][CH:17]=1, predict the reactants needed to synthesize it. The reactants are: Cl.Cl[C:3]1[N:12]=[C:11]([N:13]([C:15]2[CH:20]=[CH:19][C:18]([O:21][CH3:22])=[CH:17][CH:16]=2)[CH3:14])[C:10]2[C:5](=[CH:6][CH:7]=[CH:8][CH:9]=2)[N:4]=1.[NH:23]1[CH2:28][CH2:27][NH:26][CH2:25][CH2:24]1. (3) Given the product [F:1][CH:2]1[C:8](=[O:9])[CH2:7][CH2:6][N:5]([C:10]([O:12][C:13]([CH3:16])([CH3:15])[CH3:14])=[O:11])[CH2:4][CH2:3]1, predict the reactants needed to synthesize it. The reactants are: [F:1][C:2]1(C(OCC)=O)[C:8](=[O:9])[CH2:7][CH2:6][N:5]([C:10]([O:12][C:13]([CH3:16])([CH3:15])[CH3:14])=[O:11])[CH2:4][CH2:3]1.CS(C)=O.O.[Li+].[Cl-]. (4) Given the product [Cl:1][C:2]1[N:7]=[C:6]([NH:12][C@H:13]([CH3:14])[C:15]([NH2:17])=[O:16])[CH:5]=[N:4][C:3]=1[C:9]#[N:10], predict the reactants needed to synthesize it. The reactants are: [Cl:1][C:2]1[C:3]([C:9]#[N:10])=[N:4][CH:5]=[C:6](Cl)[N:7]=1.Cl.[NH2:12][C@@H:13]([C:15]([NH2:17])=[O:16])[CH3:14].CCN(C(C)C)C(C)C.O. (5) The reactants are: [Cl:1][C:2]1[CH:3]=[CH:4][N:5]2[CH:10]=[C:9]([CH:11](O)[CH3:12])[N:8]([C:14]3[CH:19]=[CH:18][CH:17]=[C:16]([F:20])[CH:15]=3)[C:7](=[O:21])[C:6]=12.C1C=CC(P([N:36]=[N+:37]=[N-:38])(C2C=CC=CC=2)=O)=CC=1.C1CCN2C(=NCCC2)CC1. Given the product [N:36]([CH:11]([C:9]1[N:8]([C:14]2[CH:19]=[CH:18][CH:17]=[C:16]([F:20])[CH:15]=2)[C:7](=[O:21])[C:6]2[N:5]([CH:4]=[CH:3][C:2]=2[Cl:1])[CH:10]=1)[CH3:12])=[N+:37]=[N-:38], predict the reactants needed to synthesize it. (6) Given the product [Cl:6][C:7]1[N:8]=[C:9]2[C:15]([I:1])=[CH:14][NH:13][C:10]2=[N:11][CH:12]=1, predict the reactants needed to synthesize it. The reactants are: [I:1]Cl.ClCCl.[Cl:6][C:7]1[N:8]=[C:9]2[CH:15]=[CH:14][NH:13][C:10]2=[N:11][CH:12]=1.